From a dataset of NCI-60 drug combinations with 297,098 pairs across 59 cell lines. Regression. Given two drug SMILES strings and cell line genomic features, predict the synergy score measuring deviation from expected non-interaction effect. Drug 1: CCCS(=O)(=O)NC1=C(C(=C(C=C1)F)C(=O)C2=CNC3=C2C=C(C=N3)C4=CC=C(C=C4)Cl)F. Drug 2: C1=CC(=CC=C1CCCC(=O)O)N(CCCl)CCCl. Cell line: NCI/ADR-RES. Synergy scores: CSS=21.0, Synergy_ZIP=3.83, Synergy_Bliss=6.94, Synergy_Loewe=2.86, Synergy_HSA=5.65.